Dataset: Reaction yield outcomes from USPTO patents with 853,638 reactions. Task: Predict the reaction yield, written as a fraction of the theoretical maximum amount of product (1.0 means a 100% yield; for example, 0.34 means a 34% yield). (1) The product is [CH2:24]([N:15]([CH2:8][C:9]1[CH:10]=[CH:11][CH:12]=[CH:13][CH:14]=1)[CH2:16][CH2:17][CH:18]1[CH2:19][CH2:20][N:21]([C:32]2[CH:37]=[C:36]([CH3:38])[N:35]=[C:34]([CH3:39])[N:33]=2)[CH2:22][CH2:23]1)[C:25]1[CH:30]=[CH:29][CH:28]=[CH:27][CH:26]=1. The catalyst is CC(C)=O. The yield is 0.490. The reactants are FC(F)(F)C(O)=O.[CH2:8]([N:15]([CH2:24][C:25]1[CH:30]=[CH:29][CH:28]=[CH:27][CH:26]=1)[CH2:16][CH2:17][CH:18]1[CH2:23][CH2:22][NH:21][CH2:20][CH2:19]1)[C:9]1[CH:14]=[CH:13][CH:12]=[CH:11][CH:10]=1.Cl[C:32]1[CH:37]=[C:36]([CH3:38])[N:35]=[C:34]([CH3:39])[N:33]=1.C([O-])([O-])=O.[K+].[K+]. (2) The reactants are CC(C)([O-])C.[K+].[CH3:7][C:8]1[NH:12][C:11]([C:13]([O:15][CH2:16][CH3:17])=[O:14])=[C:10]([C:18]2[CH:23]=[CH:22][CH:21]=[CH:20][CH:19]=2)[C:9]=1[C:24]([O:26][CH2:27][CH3:28])=[O:25].Cl[CH2:30][CH2:31][S:32][CH3:33].[Cl-].[NH4+]. The catalyst is CS(C)=O. The product is [CH3:7][C:8]1[N:12]([CH2:30][CH2:31][S:32][CH3:33])[C:11]([C:13]([O:15][CH2:16][CH3:17])=[O:14])=[C:10]([C:18]2[CH:23]=[CH:22][CH:21]=[CH:20][CH:19]=2)[C:9]=1[C:24]([O:26][CH2:27][CH3:28])=[O:25]. The yield is 0.680. (3) The product is [Cl:2][C:3]1[C:11]2[C:10]([C:12]3[CH:13]=[C:14]([NH:18][C:19](=[O:22])[CH:20]=[CH2:21])[CH:15]=[CH:16][CH:17]=3)=[N:9][C:8]([NH:23][C:24]3[CH:29]=[CH:28][CH:27]=[C:26]([N:30]4[CH2:35][CH2:34][O:33][CH2:32][CH2:31]4)[CH:25]=3)=[N:7][C:6]=2[NH:5][CH:4]=1. The reactants are Cl.[Cl:2][C:3]1[C:11]2[C:10]([C:12]3[CH:13]=[C:14]([NH:18][C:19](=[O:22])[CH:20]=[CH2:21])[CH:15]=[CH:16][CH:17]=3)=[N:9][C:8]([NH:23][C:24]3[CH:29]=[CH:28][CH:27]=[C:26]([N:30]4[CH2:35][CH2:34][O:33][CH2:32][CH2:31]4)[CH:25]=3)=[N:7][C:6]=2[N:5](COCC[Si](C)(C)C)[CH:4]=1.C(=O)(O)[O-].[Na+]. The yield is 0.252. The catalyst is C(O)C. (4) The reactants are [NH2:1][C:2]1[N:6]([C:7]2[CH:12]=[CH:11][CH:10]=[CH:9][CH:8]=2)[N:5]=[C:4]([O:13][CH2:14][C@H:15]([NH:17][C:18](=[O:24])[O:19][C:20]([CH3:23])([CH3:22])[CH3:21])[CH3:16])[C:3]=1[CH3:25].C1(C2C=CC([CH2:35][O:36]C)=CC=2CN)CC1.[CH3:40][O:41][CH2:42][C:43]1[CH:44]=[CH:45][C:46]([O:51][C:52]([F:55])([F:54])[F:53])=[C:47]([CH2:49][NH2:50])[CH:48]=1. No catalyst specified. The product is [CH3:40][O:41][CH2:42][C:43]1[CH:44]=[CH:45][C:46]([O:51][C:52]([F:53])([F:54])[F:55])=[C:47]([CH:48]=1)[CH2:49][NH:50][C:35](=[O:36])[NH:1][C:2]1[N:6]([C:7]2[CH:8]=[CH:9][CH:10]=[CH:11][CH:12]=2)[N:5]=[C:4]([O:13][CH2:14][C@H:15]([NH:17][C:18](=[O:24])[O:19][C:20]([CH3:21])([CH3:23])[CH3:22])[CH3:16])[C:3]=1[CH3:25]. The yield is 0.420. (5) The reactants are [Si:1]([O:18][CH2:19][C:20]1[C:25](SC)=[CH:24][C:23]([NH:28][S:29]([CH3:32])(=[O:31])=[O:30])=[C:22]([I:33])[CH:21]=1)([C:14]([CH3:17])([CH3:16])[CH3:15])([C:8]1[CH:13]=[CH:12][CH:11]=[CH:10][CH:9]=1)[C:2]1[CH:7]=[CH:6][CH:5]=[CH:4][CH:3]=1.[CH:34]1C=C(Cl)C=C(C(OO)=O)C=1.C([O-])(O)=O.[Na+].[O-][S:51]([O-:54])(=S)=[O:52].[Na+].[Na+]. The catalyst is C(Cl)Cl. The product is [Si:1]([O:18][CH2:19][C:20]1[C:25]([S:51]([CH3:34])(=[O:54])=[O:52])=[CH:24][C:23]([NH:28][S:29]([CH3:32])(=[O:31])=[O:30])=[C:22]([I:33])[CH:21]=1)([C:14]([CH3:17])([CH3:15])[CH3:16])([C:2]1[CH:7]=[CH:6][CH:5]=[CH:4][CH:3]=1)[C:8]1[CH:13]=[CH:12][CH:11]=[CH:10][CH:9]=1. The yield is 0.800.